Dataset: Catalyst prediction with 721,799 reactions and 888 catalyst types from USPTO. Task: Predict which catalyst facilitates the given reaction. The catalyst class is: 6. Reactant: [CH3:1][O:2][C:3](=[O:14])[CH2:4][O:5][C:6]1[CH:11]=[CH:10][C:9]([Cl:12])=[C:8]([NH2:13])[CH:7]=1.C[O:16][C:17](=O)[CH:18]([CH2:23][C:24]1[CH:29]=[CH:28][C:27]([C:30]([N:32]2[CH2:36][CH2:35][CH2:34][CH2:33]2)=[O:31])=[CH:26][CH:25]=1)[C:19](=O)[CH2:20][CH3:21].O1CCOCC1. Product: [CH3:1][O:2][C:3](=[O:14])[CH2:4][O:5][C:6]1[CH:11]=[CH:10][C:9]([Cl:12])=[C:8]2[C:7]=1[C:17](=[O:16])[C:18]([CH2:23][C:24]1[CH:29]=[CH:28][C:27]([C:30]([N:32]3[CH2:33][CH2:34][CH2:35][CH2:36]3)=[O:31])=[CH:26][CH:25]=1)=[C:19]([CH2:20][CH3:21])[NH:13]2.